This data is from HIV replication inhibition screening data with 41,000+ compounds from the AIDS Antiviral Screen. The task is: Binary Classification. Given a drug SMILES string, predict its activity (active/inactive) in a high-throughput screening assay against a specified biological target. (1) The drug is CCOC(=O)C1=C(OS(=O)(=O)C(F)(F)F)CCCC1. The result is 0 (inactive). (2) The result is 0 (inactive). The molecule is O=C1N(C2CCCCC2)C(=O)N1C1CCCCC1. (3) The molecule is O=C1OC2(OC2c2ccc(Cl)cc2)c2ccccc21. The result is 0 (inactive). (4) The result is 0 (inactive). The compound is O=C(O)C1CC2C3CCC2C1C3=O. (5) The molecule is Cc1c(C(=O)O)c2cc3ccccc3cc2c(=O)n1C. The result is 0 (inactive).